From a dataset of Catalyst prediction with 721,799 reactions and 888 catalyst types from USPTO. Predict which catalyst facilitates the given reaction. (1) Reactant: [CH:1]1([C:4]([N:6]2[CH2:10][CH2:9][C@@H:8]([CH2:11][NH:12][C:13]3[CH:18]=[CH:17][CH:16]=[C:15]([O:19][CH3:20])[C:14]=3[N+:21]([O-])=O)[CH2:7]2)=[O:5])[CH2:3][CH2:2]1. Product: [NH2:21][C:14]1[C:15]([O:19][CH3:20])=[CH:16][CH:17]=[CH:18][C:13]=1[NH:12][CH2:11][C@@H:8]1[CH2:9][CH2:10][N:6]([C:4]([CH:1]2[CH2:2][CH2:3]2)=[O:5])[CH2:7]1. The catalyst class is: 19. (2) Reactant: [C:1]([C:3]1[CH:4]=[C:5]([O:20][C:21]([F:24])([F:23])[F:22])[CH:6]=[C:7]2[C:12]=1[O:11][CH:10]([C:13]([F:16])([F:15])[F:14])[C:9]([C:17]([OH:19])=[O:18])=[CH:8]2)#[N:2].[C:25]([OH:28])(=[O:27])[CH3:26]. Product: [F:14][C:13]([F:16])([F:15])[C:10]([OH:27])=[O:11].[C:25]([C:26]1[CH:10]([C:13]([F:14])([F:16])[F:15])[O:11][C:12]2[C:3]([CH:1]=1)=[CH:4][C:5]([O:20][C:21]([F:22])([F:23])[F:24])=[CH:6][C:7]=2[CH2:8][CH2:9][NH:2][CH2:1][C:3]1[CH:4]=[C:5]([O:20][C:21]([F:24])([F:22])[F:23])[CH:6]=[C:7]2[C:12]=1[O:11][CH:10]([C:13]([F:14])([F:15])[F:16])[C:9]([C:17]([OH:19])=[O:18])=[CH:8]2)([OH:28])=[O:27]. The catalyst class is: 45.